This data is from Forward reaction prediction with 1.9M reactions from USPTO patents (1976-2016). The task is: Predict the product of the given reaction. (1) The product is: [CH:21]1([C:2]2[C:3]3[N:4]([C:18]([C:35]#[CH:36])=[CH:19][N:20]=3)[CH:5]=[C:6]([C:8]3[CH:13]=[CH:12][C:11]([C:14]([F:17])([F:16])[F:15])=[CH:10][CH:9]=3)[CH:7]=2)[CH2:23][CH2:22]1. Given the reactants Br[C:2]1[C:3]2[N:4]([CH:18]=[CH:19][N:20]=2)[CH:5]=[C:6]([C:8]2[CH:13]=[CH:12][C:11]([C:14]([F:17])([F:16])[F:15])=[CH:10][CH:9]=2)[CH:7]=1.[CH:21]1(B(O)O)[CH2:23][CH2:22]1.P([O-])([O-])([O-])=O.[K+].[K+].[K+].[C:35]1(C)C=CC=C[CH:36]=1, predict the reaction product. (2) Given the reactants [NH2:1][C:2]1[CH:7]=[C:6]([NH:8][C:9]([O:11][C:12]([CH3:15])([CH3:14])[CH3:13])=[O:10])[CH:5]=[CH:4][C:3]=1[N+:16]([O-:18])=[O:17].[C:19](Cl)(Cl)=[O:20].C([N:25]([CH2:28][CH3:29])[CH2:26][CH3:27])C.N1C=CC([N:36]2[CH2:41][CH2:40][CH:39]([CH2:42][OH:43])[CH2:38][CH2:37]2)=CC=1.[C:44]1(C)C=CC=CC=1, predict the reaction product. The product is: [C:12]([O:11][C:9]([NH:8][C:6]1[CH:5]=[CH:4][C:3]([N+:16]([O-:18])=[O:17])=[C:2]([NH:1][C:19]([O:43][CH:42]([CH:44]2[CH2:27][CH2:26][NH:25][CH2:28][CH2:29]2)[C:39]2[CH:38]=[CH:37][N:36]=[CH:41][CH:40]=2)=[O:20])[CH:7]=1)=[O:10])([CH3:14])([CH3:15])[CH3:13].